From a dataset of Cav3 T-type calcium channel HTS with 100,875 compounds. Binary Classification. Given a drug SMILES string, predict its activity (active/inactive) in a high-throughput screening assay against a specified biological target. (1) The compound is O=C1N(C(=O)NC21CCC(CC2)C)Cc1onc(n1)c1ccccc1. The result is 0 (inactive). (2) The compound is n1(CCC)c(NCc2c3c([nH]c2)cccc3)nc2c1cccc2. The result is 1 (active). (3) The compound is O=C/1N(c2c(c(ccc2)C)C)C(=O)NC(=O)C1=C/NCc1cccnc1. The result is 0 (inactive). (4) The compound is Fc1ccc(NC(=O)c2c3c(CN(C3=O)Cc3ncccc3)ccc2)cc1. The result is 0 (inactive). (5) The compound is o1c(c(C(=O)Nc2c(CC)cccc2C)cc1C)C. The result is 0 (inactive). (6) The drug is S(C1CC(=O)N(C1=O)CC)c1c(cccc1)C(O)=O. The result is 0 (inactive). (7) The drug is O(CCCN(C(c1ccncc1)C)C(=O)Nc1ccccc1)C. The result is 0 (inactive). (8) The drug is O(P(=O)(C(O)c1ccncc1)c1ccc(N(C)C)cc1)CC(C)C. The result is 0 (inactive).